From a dataset of Reaction yield outcomes from USPTO patents with 853,638 reactions. Predict the reaction yield, written as a fraction of the theoretical maximum amount of product (1.0 means a 100% yield; for example, 0.34 means a 34% yield). (1) The reactants are [NH2:1][CH2:2][CH2:3][CH2:4][CH2:5][C:6]1[CH:18]=[CH:17][C:9]([O:10][CH2:11][C:12]([N:14]([CH3:16])[CH3:15])=[O:13])=[CH:8][CH:7]=1.I.[NH2:20][C:21]1[C:22]([C:29]([NH:31][C:32](=[NH:35])SC)=[O:30])=[N:23][C:24]([Cl:28])=[C:25]([NH2:27])[N:26]=1. The catalyst is C(O)C. The yield is 0.280. The product is [NH2:20][C:21]1[C:22]([C:29]([N:31]=[C:32]([NH2:35])[NH:1][CH2:2][CH2:3][CH2:4][CH2:5][C:6]2[CH:18]=[CH:17][C:9]([O:10][CH2:11][C:12]([N:14]([CH3:15])[CH3:16])=[O:13])=[CH:8][CH:7]=2)=[O:30])=[N:23][C:24]([Cl:28])=[C:25]([NH2:27])[N:26]=1. (2) The reactants are [NH2:1][C:2]1[O:6][N:5]=[C:4]([CH3:7])[C:3]=1[Br:8].[C:9]1([C:19]2[CH:24]=[CH:23][CH:22]=[CH:21][CH:20]=2)[CH:14]=[CH:13][CH:12]=[C:11]([S:15](Cl)(=[O:17])=[O:16])[CH:10]=1. No catalyst specified. The product is [Br:8][C:3]1[C:4]([CH3:7])=[N:5][O:6][C:2]=1[NH:1][S:15]([C:11]1[CH:10]=[C:9]([C:19]2[CH:20]=[CH:21][CH:22]=[CH:23][CH:24]=2)[CH:14]=[CH:13][CH:12]=1)(=[O:17])=[O:16]. The yield is 0.220. (3) The product is [N:3]1[CH:4]=[CH:5][N:6]=[CH:7][C:2]=1[NH:11][CH2:10][CH2:8][OH:9]. The reactants are Cl[C:2]1[CH:7]=[N:6][CH:5]=[CH:4][N:3]=1.[CH2:8]([CH2:10][NH2:11])[OH:9]. The catalyst is CO.ClCCl. The yield is 0.990. (4) The reactants are C(O)C.C([O-])(O)=O.[Na+].[OH:9][C:10]1[CH:11]=[C:12]([CH:15]=[CH:16][C:17]=1[OH:18])[CH:13]=O.Cl.[CH3:20][O:21][C:22](=[O:27])[C@H:23]([CH2:25][SH:26])[NH2:24]. The catalyst is O. The product is [OH:9][C:10]1[CH:11]=[C:12]([CH:13]2[NH:24][C@H:23]([C:22]([O:21][CH3:20])=[O:27])[CH2:25][S:26]2)[CH:15]=[CH:16][C:17]=1[OH:18]. The yield is 0.830. (5) The reactants are [CH3:1][O:2][C:3]1[CH:8]=[CH:7][CH:6]=[CH:5][C:4]=1[NH:9][C:10](=O)[CH2:11][O:12][C:13]1[CH:18]=[CH:17][C:16]([O:19][C:20]2[C:29]3[C:24](=[CH:25][C:26]([O:32][CH3:33])=[C:27]([O:30][CH3:31])[CH:28]=3)[N:23]=[CH:22][CH:21]=2)=[CH:15][CH:14]=1.Cl.[OH-].[Na+]. The yield is 0.600. The catalyst is O1CCCC1. The product is [CH3:31][O:30][C:27]1[CH:28]=[C:29]2[C:24](=[CH:25][C:26]=1[O:32][CH3:33])[N:23]=[CH:22][CH:21]=[C:20]2[O:19][C:16]1[CH:15]=[CH:14][C:13]([O:12][CH2:11][CH2:10][NH:9][C:4]2[CH:5]=[CH:6][CH:7]=[CH:8][C:3]=2[O:2][CH3:1])=[CH:18][CH:17]=1.